Dataset: Retrosynthesis with 50K atom-mapped reactions and 10 reaction types from USPTO. Task: Predict the reactants needed to synthesize the given product. (1) The reactants are: Cc1cccc(NC2CCN(C(=O)OC(C)(C)C)CC2)n1. Given the product Cc1cccc(NC2CCNCC2)n1, predict the reactants needed to synthesize it. (2) Given the product Nc1ccc2[nH]c(-c3ccncc3)nc2c1, predict the reactants needed to synthesize it. The reactants are: O=[N+]([O-])c1ccc2[nH]c(-c3ccncc3)nc2c1. (3) Given the product CC(C)=CCCC(O)C=C[C@H]1CCC(=O)[C@@H]1CCCCCCC(=O)O, predict the reactants needed to synthesize it. The reactants are: COC(=O)CCCCCC[C@H]1C(=O)CC[C@@H]1C=CC(O)CCC=C(C)C. (4) Given the product CCOc1c(Cl)cnc(F)c1Cl, predict the reactants needed to synthesize it. The reactants are: CC[O-].Fc1ncc(Cl)c(F)c1Cl.